This data is from NCI-60 drug combinations with 297,098 pairs across 59 cell lines. The task is: Regression. Given two drug SMILES strings and cell line genomic features, predict the synergy score measuring deviation from expected non-interaction effect. Drug 2: CC1C(C(CC(O1)OC2CC(CC3=C2C(=C4C(=C3O)C(=O)C5=C(C4=O)C(=CC=C5)OC)O)(C(=O)C)O)N)O.Cl. Synergy scores: CSS=44.6, Synergy_ZIP=3.14, Synergy_Bliss=6.57, Synergy_Loewe=6.85, Synergy_HSA=10.5. Drug 1: C1=CC(=C2C(=C1NCCNCCO)C(=O)C3=C(C=CC(=C3C2=O)O)O)NCCNCCO. Cell line: UACC62.